This data is from Catalyst prediction with 721,799 reactions and 888 catalyst types from USPTO. The task is: Predict which catalyst facilitates the given reaction. (1) Reactant: [C:1](=[O:6])=[N:2][C:3](Cl)=[O:4].[CH3:7][C:8]1[O:12][C:11]([C:13]2[CH:18]=[CH:17][C:16]([C:19]([F:22])([F:21])[F:20])=[CH:15][CH:14]=2)=[N:10][C:9]=1[C:23]1[CH:28]=[CH:27][C:26]([C:29]2[CH:34]=[CH:33][C:32]([CH2:35][NH:36][OH:37])=[CH:31][CH:30]=2)=[CH:25][CH:24]=1.O1CCCC1.Cl. Product: [CH3:7][C:8]1[O:12][C:11]([C:13]2[CH:18]=[CH:17][C:16]([C:19]([F:21])([F:20])[F:22])=[CH:15][CH:14]=2)=[N:10][C:9]=1[C:23]1[CH:28]=[CH:27][C:26]([C:29]2[CH:34]=[CH:33][C:32]([CH2:35][N:36]3[C:3](=[O:4])[NH:2][C:1](=[O:6])[O:37]3)=[CH:31][CH:30]=2)=[CH:25][CH:24]=1. The catalyst class is: 6. (2) Reactant: C([NH:5][S:6]([C:9]1[CH:14]=[CH:13][CH:12]=[C:11]([C:15]2[N:20]=[C:19]([C:21]3[CH:26]=[C:25]([C:27]4[CH:32]=[CH:31][C:30]([C:33]([F:36])([F:35])[F:34])=[CH:29][CH:28]=4)[CH:24]=[C:23]([CH2:37][O:38]C4CCCCO4)[N:22]=3)[CH:18]=[CH:17][CH:16]=2)[CH:10]=1)(=[O:8])=[O:7])(C)(C)C.C(O)(C(F)(F)F)=O. Product: [OH:38][CH2:37][C:23]1[N:22]=[C:21]([C:19]2[CH:18]=[CH:17][CH:16]=[C:15]([C:11]3[CH:10]=[C:9]([S:6]([NH2:5])(=[O:8])=[O:7])[CH:14]=[CH:13][CH:12]=3)[N:20]=2)[CH:26]=[C:25]([C:27]2[CH:32]=[CH:31][C:30]([C:33]([F:34])([F:35])[F:36])=[CH:29][CH:28]=2)[CH:24]=1. The catalyst class is: 74. (3) Reactant: [CH3:1][N:2]1[CH2:7][CH2:6][CH:5]([CH2:8][CH2:9][NH2:10])[CH2:4][CH2:3]1.C(N(CC)C(C)C)(C)C.F[C:21]1[CH:26]=[CH:25][C:24]([C:27]2[C:28]3[CH:37]=[CH:36][NH:35][C:29]=3[N:30]=[C:31]([C:33]#[N:34])[N:32]=2)=[CH:23][C:22]=1[C:38]([F:41])([F:40])[F:39]. Product: [CH3:1][N:2]1[CH2:7][CH2:6][CH:5]([CH2:8][CH2:9][NH:10][C:21]2[CH:26]=[CH:25][C:24]([C:27]3[C:28]4[CH:37]=[CH:36][NH:35][C:29]=4[N:30]=[C:31]([C:33]#[N:34])[N:32]=3)=[CH:23][C:22]=2[C:38]([F:39])([F:40])[F:41])[CH2:4][CH2:3]1. The catalyst class is: 60. (4) Product: [CH:8]1([C@H:14]([NH:22][C:23]([C:25]2[CH:30]=[CH:29][C:28]([C:31]3[CH:36]=[CH:35][CH:34]=[CH:33][CH:32]=3)=[CH:27][C:26]=2[NH:37][C:38]([NH:40][C:41]2[C:46]([CH3:47])=[CH:45][C:44]([CH3:48])=[CH:43][C:42]=2[CH3:49])=[O:39])=[O:24])[C:15]([OH:17])=[O:16])[CH2:9][CH2:10][CH2:11][CH2:12][CH2:13]1. Reactant: FC(F)(F)C(O)=O.[CH:8]1([C@H:14]([NH:22][C:23]([C:25]2[CH:30]=[CH:29][C:28]([C:31]3[CH:36]=[CH:35][CH:34]=[CH:33][CH:32]=3)=[CH:27][C:26]=2[NH:37][C:38]([NH:40][C:41]2[C:46]([CH3:47])=[CH:45][C:44]([CH3:48])=[CH:43][C:42]=2[CH3:49])=[O:39])=[O:24])[C:15]([O:17]C(C)(C)C)=[O:16])[CH2:13][CH2:12][CH2:11][CH2:10][CH2:9]1. The catalyst class is: 4. (5) Reactant: [F:1][C:2]1[CH:11]=[C:10]([C:12]2[N:17]=[C:16]3[N:18]([CH2:21][C:22]4[CH:23]=[C:24]5[C:29](=[CH:30][CH:31]=4)[N:28]=[CH:27][CH:26]=[CH:25]5)[N:19]=[N:20][C:15]3=[CH:14][CH:13]=2)[CH:9]=[CH:8][C:3]=1[C:4]([O:6]C)=[O:5].[OH-].[Li+].Cl. Product: [F:1][C:2]1[CH:11]=[C:10]([C:12]2[N:17]=[C:16]3[N:18]([CH2:21][C:22]4[CH:23]=[C:24]5[C:29](=[CH:30][CH:31]=4)[N:28]=[CH:27][CH:26]=[CH:25]5)[N:19]=[N:20][C:15]3=[CH:14][CH:13]=2)[CH:9]=[CH:8][C:3]=1[C:4]([OH:6])=[O:5]. The catalyst class is: 24. (6) Reactant: N[C:2]1[C:7]2[N:8]([CH2:11][C:12]([NH:14][CH2:15][C:16]3[CH:21]=[CH:20][C:19]([C:22]([CH3:25])([CH3:24])[CH3:23])=[CH:18][CH:17]=3)=[O:13])[CH:9]=[N:10][C:6]=2[CH:5]=[CH:4][CH:3]=1.[CH2:26]=O.[C:28]([BH3-])#[N:29].[Na+]. Product: [C:22]([C:19]1[CH:20]=[CH:21][C:16]([CH2:15][NH:14][C:12](=[O:13])[CH2:11][N:8]2[C:7]3[C:2]([N:29]([CH3:28])[CH3:26])=[CH:3][CH:4]=[CH:5][C:6]=3[N:10]=[CH:9]2)=[CH:17][CH:18]=1)([CH3:25])([CH3:24])[CH3:23]. The catalyst class is: 212. (7) Reactant: [CH3:1][O:2][C:3]([C@@H:5]([N:13]1[CH2:21][C:17]2[CH:18]=[CH:19][S:20][C:16]=2[CH2:15][CH2:14]1)[C:6]1[CH:7]=[CH:8][CH:9]=[CH:10][C:11]=1[Cl:12])=[O:4].[C@@:22]12([CH2:32][S:33]([OH:36])(=[O:35])=[O:34])[C:29]([CH3:31])([CH3:30])[CH:26]([CH2:27][CH2:28]1)[CH2:25][C:23]2=[O:24]. Product: [CH3:1][O:2][C:3]([C@@H:5]([N:13]1[CH2:21][C:17]2[CH:18]=[CH:19][S:20][C:16]=2[CH2:15][CH2:14]1)[C:6]1[CH:7]=[CH:8][CH:9]=[CH:10][C:11]=1[Cl:12])=[O:4].[C@@:22]12([CH2:32][S:33]([O-:36])(=[O:34])=[O:35])[C:29]([CH3:31])([CH3:30])[CH:26]([CH2:27][CH2:28]1)[CH2:25][C:23]2=[O:24]. The catalyst class is: 21. (8) Reactant: [Cl:1][C:2]1[CH:10]=[CH:9][CH:8]=[C:7]2[C:3]=1[CH:4]=[CH:5][N:6]2[CH2:11][CH2:12][OH:13].[H-].[Na+].Br[CH:17]1[CH2:19][CH2:18]1. Product: [Cl:1][C:2]1[CH:10]=[CH:9][CH:8]=[C:7]2[C:3]=1[CH:4]=[CH:5][N:6]2[CH2:11][CH2:12][O:13][CH:17]1[CH2:19][CH2:18]1. The catalyst class is: 49. (9) Reactant: [C:1]([C:3]1[CH:8]=[CH:7][C:6]([NH:9][CH:10]([C:14]2[CH:19]=[C:18]([O:20][CH2:21][CH3:22])[C:17]([O:23][CH2:24][CH2:25][OH:26])=[CH:16][C:15]=2[F:27])[C:11]([OH:13])=[O:12])=[CH:5][CH:4]=1)#[N:2].C(=O)([O-])[O-].[K+].[K+].[CH2:34](I)[CH2:35][CH2:36][CH3:37].O. Product: [CH2:34]([O:12][C:11](=[O:13])[CH:10]([NH:9][C:6]1[CH:7]=[CH:8][C:3]([C:1]#[N:2])=[CH:4][CH:5]=1)[C:14]1[CH:19]=[C:18]([O:20][CH2:21][CH3:22])[C:17]([O:23][CH2:24][CH2:25][OH:26])=[CH:16][C:15]=1[F:27])[CH2:35][CH2:36][CH3:37]. The catalyst class is: 589.